Dataset: Catalyst prediction with 721,799 reactions and 888 catalyst types from USPTO. Task: Predict which catalyst facilitates the given reaction. (1) Reactant: [Cl:1][C:2]1[C:3]([C:8]2[CH:17]=[C:16]3[C:11]([C:12](O)=[N:13][C:14]([CH2:18][N:19]4[CH2:24][C@@H:23]([CH3:25])[O:22][C@H:21]([CH3:26])[CH2:20]4)=[N:15]3)=[CH:10][CH:9]=2)=[N:4][CH:5]=[CH:6][CH:7]=1.N1C(C)=CC=CC=1C.O=P(Cl)(Cl)[Cl:38]. Product: [Cl:38][C:12]1[C:11]2[C:16](=[CH:17][C:8]([C:3]3[C:2]([Cl:1])=[CH:7][CH:6]=[CH:5][N:4]=3)=[CH:9][CH:10]=2)[N:15]=[C:14]([CH2:18][N:19]2[CH2:24][C@@H:23]([CH3:25])[O:22][C@H:21]([CH3:26])[CH2:20]2)[N:13]=1. The catalyst class is: 22. (2) Reactant: [CH2:1]([O:3][C:4]([C:6]1[CH:10]=[C:9]([C:11](O)=[O:12])[N:8]([CH2:14][C:15]2[CH:19]=[C:18]([C:20]3[S:21][C:22]([Cl:25])=[CH:23][CH:24]=3)[O:17][N:16]=2)[N:7]=1)=[O:5])[CH3:2].CO. Product: [CH2:1]([O:3][C:4]([C:6]1[CH:10]=[C:9]([CH2:11][OH:12])[N:8]([CH2:14][C:15]2[CH:19]=[C:18]([C:20]3[S:21][C:22]([Cl:25])=[CH:23][CH:24]=3)[O:17][N:16]=2)[N:7]=1)=[O:5])[CH3:2]. The catalyst class is: 1. (3) Reactant: [Br:1][C:2]1[CH:3]=[C:4]([S:8](Cl)(=[O:10])=[O:9])[CH:5]=[CH:6][CH:7]=1.[N:12]1([CH2:17][CH2:18][NH2:19])[CH2:16][CH2:15][CH2:14][CH2:13]1. Product: [Br:1][C:2]1[CH:3]=[C:4]([S:8]([NH:19][CH2:18][CH2:17][N:12]2[CH2:16][CH2:15][CH2:14][CH2:13]2)(=[O:10])=[O:9])[CH:5]=[CH:6][CH:7]=1. The catalyst class is: 1. (4) Reactant: [C:1]([NH:4][CH2:5][C:6]([NH:8][C:9]1[CH:14]=[CH:13][CH:12]=[CH:11][C:10]=1[C:15](=O)[C:16]1[CH:21]=[CH:20][C:19]([F:22])=[CH:18][CH:17]=1)=[O:7])(=[O:3])[CH3:2].CC(C)([O-])C.[K+]. Product: [F:22][C:19]1[CH:20]=[CH:21][C:16]([C:15]2[C:10]3[C:9](=[CH:14][CH:13]=[CH:12][CH:11]=3)[NH:8][C:6](=[O:7])[C:5]=2[NH:4][C:1](=[O:3])[CH3:2])=[CH:17][CH:18]=1. The catalyst class is: 8.